From a dataset of Reaction yield outcomes from USPTO patents with 853,638 reactions. Predict the reaction yield, written as a fraction of the theoretical maximum amount of product (1.0 means a 100% yield; for example, 0.34 means a 34% yield). (1) The catalyst is CC#N.O. The product is [Cl:1][C:2]1[CH:3]=[C:4]([C:9]2([C:32]([F:35])([F:34])[F:33])[CH2:17][C:16]3[C:11](=[CH:12][CH:13]=[C:14]([O:18][CH3:19])[CH:15]=3)[C:10]2=[O:20])[CH:5]=[C:6]([Cl:8])[CH:7]=1. The reactants are [Cl:1][C:2]1[CH:3]=[C:4]([CH:9]2[CH2:17][C:16]3[C:11](=[CH:12][CH:13]=[C:14]([O:18][CH3:19])[CH:15]=3)[C:10]2=[O:20])[CH:5]=[C:6]([Cl:8])[CH:7]=1.C1CCN2C(=NCCC2)CC1.[C:32](I)([F:35])([F:34])[F:33].S(S([O-])=O)([O-])=O.[Na+].[Na+]. The yield is 0.700. (2) The product is [F:11][C:10]1[CH:9]=[C:8]2[C:4]([C:5]([C:21]3[CH:22]=[N:23][N:24]([CH2:26][CH2:27][C:36]([NH2:38])=[O:37])[CH:25]=3)=[CH:6][N:7]2[S:12]([C:15]2[CH:16]=[CH:17][CH:18]=[CH:19][CH:20]=2)(=[O:14])=[O:13])=[CH:3][CH:2]=1. The reactants are F[C:2]1[CH:3]=[C:4]2[C:8](=[CH:9][C:10]=1[F:11])[N:7]([S:12]([C:15]1[CH:20]=[CH:19][CH:18]=[CH:17][CH:16]=1)(=[O:14])=[O:13])[CH:6]=[C:5]2[C:21]1[CH:22]=[N:23][N:24]([CH2:26][CH:27]2CCNCC2)[CH:25]=1.BrCC[C:36]([NH2:38])=[O:37].C([O-])([O-])=O.[K+].[K+]. The yield is 1.00. The catalyst is CC#N.CN(C=O)C. (3) The reactants are Br[C:2]1[CH:7]=[CH:6][CH:5]=[C:4]([CH2:8][F:9])[N:3]=1.[CH2:10]([N:14]1[N:18]=[C:17]2[CH:19]=[CH:20][CH:21]=[C:22]([N+:23]([O-:25])=[O:24])[C:16]2=[N:15]1)[CH2:11][C:12]#[CH:13]. No catalyst specified. The product is [F:9][CH2:8][C:4]1[N:3]=[C:2]([C:13]#[C:12][CH2:11][CH2:10][N:14]2[N:18]=[C:17]3[CH:19]=[CH:20][CH:21]=[C:22]([N+:23]([O-:25])=[O:24])[C:16]3=[N:15]2)[CH:7]=[CH:6][CH:5]=1. The yield is 0.420. (4) The product is [C:15]([Si:19]([CH3:21])([CH3:20])[O:1][C:2]1[CH:3]=[C:4]([CH:7]=[CH:8][CH:9]=1)[C:5]#[N:6])([CH3:18])([CH3:17])[CH3:16]. The yield is 0.950. The catalyst is CN(C)C=O. The reactants are [OH:1][C:2]1[CH:3]=[C:4]([CH:7]=[CH:8][CH:9]=1)[C:5]#[N:6].N1C=CN=C1.[C:15]([Si:19](Cl)([CH3:21])[CH3:20])([CH3:18])([CH3:17])[CH3:16].O. (5) The reactants are C1(S[C@H:8]2[CH2:13][CH2:12][C@H:11]([C:14]3[CH:19]=[CH:18][C:17]([OH:20])=[CH:16][C:15]=3[OH:21])[CH2:10][CH2:9]2)C=CC=CC=1.Cl[C:23]1[CH:28]=[CH:27][CH:26]=[C:25](C(OO)=O)[CH:24]=1.[S:33]([O-:37])([O-])(=[O:35])=S.[Na+].[Na+]. The catalyst is ClCCl. The product is [C:23]1([S:33]([C@H:8]2[CH2:13][CH2:12][C@H:11]([C:14]3[CH:19]=[CH:18][C:17]([OH:20])=[CH:16][C:15]=3[OH:21])[CH2:10][CH2:9]2)(=[O:37])=[O:35])[CH:28]=[CH:27][CH:26]=[CH:25][CH:24]=1. The yield is 0.300. (6) The reactants are [Si:1]([O:8][CH:9]1[CH:14]=[C:13]([C:15]2[CH:20]=[CH:19][N:18]=[CH:17][C:16]=2[N+:21]([O-:23])=[O:22])[CH2:12][CH:11]([CH3:24])[C:10]1([CH2:26][OH:27])[OH:25])([C:4]([CH3:7])([CH3:6])[CH3:5])([CH3:3])[CH3:2].N1C=CC=CC=1.[C:34](Cl)(=[O:36])[CH3:35]. The catalyst is C(Cl)Cl. The product is [C:34]([O:27][CH2:26][C@@:10]1([OH:25])[C@@H:11]([CH3:24])[CH2:12][C:13]([C:15]2[CH:20]=[CH:19][N:18]=[CH:17][C:16]=2[N+:21]([O-:23])=[O:22])=[CH:14][C@H:9]1[O:8][Si:1]([C:4]([CH3:6])([CH3:5])[CH3:7])([CH3:3])[CH3:2])(=[O:36])[CH3:35]. The yield is 0.900. (7) The reactants are C(OC(=O)[NH:7][C:8]1[CH:13]=[CH:12][CH:11]=[C:10]([O:14][C:15]2C(C(=O)NC3C=CC=CC=3)=CN=C(S(C)(=O)=O)N=2)[CH:9]=1)(C)(C)C.[H-].[H-].[H-].[H-].[Li+].[Al+3]. The catalyst is C1COCC1. The product is [CH3:15][O:14][C:10]1[CH:9]=[C:8]([CH:13]=[CH:12][CH:11]=1)[NH2:7]. The yield is 0.580. (8) The reactants are [F:1][C:2]1[C:7]([F:8])=[CH:6][CH:5]=[CH:4][C:3]=1[NH:9][C:10]1[CH:15]=[CH:14][N:13]=[CH:12][C:11]=1[NH:16][C:17]([C:19]1[C:20]([NH:25][C:26]([CH3:29])([CH3:28])[CH3:27])=[N:21][CH:22]=[CH:23][CH:24]=1)=O.COC1C=CC(P2(=S)SP(=S)(C3C=CC(OC)=CC=3)S2)=CC=1. The catalyst is O1CCOCC1. The product is [C:26]([NH:25][C:20]1[C:19]([C:17]2[N:9]([C:3]3[CH:4]=[CH:5][CH:6]=[C:7]([F:8])[C:2]=3[F:1])[C:10]3[CH:15]=[CH:14][N:13]=[CH:12][C:11]=3[N:16]=2)=[CH:24][CH:23]=[CH:22][N:21]=1)([CH3:29])([CH3:28])[CH3:27]. The yield is 0.419.